Dataset: Acute oral toxicity (LD50) regression data from Zhu et al.. Task: Regression/Classification. Given a drug SMILES string, predict its toxicity properties. Task type varies by dataset: regression for continuous values (e.g., LD50, hERG inhibition percentage) or binary classification for toxic/non-toxic outcomes (e.g., AMES mutagenicity, cardiotoxicity, hepatotoxicity). Dataset: ld50_zhu. (1) The compound is C=CCc1ccc2c(c1)OCO2. The rat oral LD50 is 1.92, given as -log10 of the dose in mol/kg body weight (higher means more acutely toxic). (2) The drug is Fc1ccc(SCc2ccc(Cl)cc2)cc1. The rat oral LD50 is 1.93, given as -log10 of the dose in mol/kg body weight (higher means more acutely toxic). (3) The molecule is CN(CCC(N)CC(=O)NC1C=CC(n2ccc(N)nc2=O)OC1C(=O)O)C(=N)N. The rat oral LD50 is 4.42, given as -log10 of the dose in mol/kg body weight (higher means more acutely toxic). (4) The compound is O=NN1CCCCCC1. The rat oral LD50 is 2.58, given as -log10 of the dose in mol/kg body weight (higher means more acutely toxic). (5) The molecule is N#CCCN(CCO)c1ccccc1. The rat oral LD50 is 1.77, given as -log10 of the dose in mol/kg body weight (higher means more acutely toxic).